From a dataset of Peptide-MHC class I binding affinity with 185,985 pairs from IEDB/IMGT. Regression. Given a peptide amino acid sequence and an MHC pseudo amino acid sequence, predict their binding affinity value. This is MHC class I binding data. (1) The binding affinity (normalized) is 0.0847. The peptide sequence is RPRLWRSVI. The MHC is HLA-A03:01 with pseudo-sequence HLA-A03:01. (2) The peptide sequence is WRQWIPAGI. The MHC is HLA-B18:01 with pseudo-sequence HLA-B18:01. The binding affinity (normalized) is 0.0847. (3) The peptide sequence is KDPPFQWM. The MHC is Mamu-B01 with pseudo-sequence Mamu-B01. The binding affinity (normalized) is 0. (4) The peptide sequence is PMIIGEPIIV. The MHC is HLA-A02:01 with pseudo-sequence HLA-A02:01. The binding affinity (normalized) is 0.0592. (5) The peptide sequence is KLSPLCITM. The MHC is HLA-A02:06 with pseudo-sequence HLA-A02:06. The binding affinity (normalized) is 0.590. (6) The peptide sequence is TTYQRTRAL. The MHC is HLA-A02:01 with pseudo-sequence HLA-A02:01. The binding affinity (normalized) is 0.0391. (7) The peptide sequence is ALKAYFTAKI. The MHC is HLA-A02:06 with pseudo-sequence HLA-A02:06. The binding affinity (normalized) is 0.267.